This data is from Forward reaction prediction with 1.9M reactions from USPTO patents (1976-2016). The task is: Predict the product of the given reaction. (1) Given the reactants CC(OI1(OC(C)=O)(OC(C)=O)OC(=O)C2C1=CC=CC=2)=O.[CH:23]([C@H:36]1[N:41]2[CH2:42][C@H:43]([OH:45])[CH2:44][C@H:40]2[CH2:39][N:38]([C:46]([O:48][C:49]([CH3:52])([CH3:51])[CH3:50])=[O:47])[CH2:37]1)([C:30]1[CH:35]=[CH:34][CH:33]=[CH:32][CH:31]=1)[C:24]1[CH:29]=[CH:28][CH:27]=[CH:26][CH:25]=1.S([O-])([O-])(=O)=S.[Na+].[Na+], predict the reaction product. The product is: [CH:23]([C@H:36]1[N:41]2[CH2:42][C:43](=[O:45])[CH2:44][C@H:40]2[CH2:39][N:38]([C:46]([O:48][C:49]([CH3:52])([CH3:51])[CH3:50])=[O:47])[CH2:37]1)([C:30]1[CH:31]=[CH:32][CH:33]=[CH:34][CH:35]=1)[C:24]1[CH:29]=[CH:28][CH:27]=[CH:26][CH:25]=1. (2) Given the reactants CC([O-])(C)C.[K+].[O:7]([CH2:14][C:15]([NH:17][CH3:18])=[O:16])[C:8]1[CH:13]=[CH:12][CH:11]=[CH:10][CH:9]=1.[CH2:19]([O:23][C:24](=[O:34])[C:25]1[CH:30]=[CH:29][C:28]([N:31]=[C:32]=[S:33])=[CH:27][CH:26]=1)[CH2:20][CH2:21][CH3:22], predict the reaction product. The product is: [CH2:19]([O:23][C:24](=[O:34])[C:25]1[CH:26]=[CH:27][C:28]([NH:31][C:32]([N:17]([CH3:18])[C:15](=[O:16])[CH2:14][O:7][C:8]2[CH:9]=[CH:10][CH:11]=[CH:12][CH:13]=2)=[S:33])=[CH:29][CH:30]=1)[CH2:20][CH2:21][CH3:22]. (3) Given the reactants [C:1]([NH2:9])(=[O:8])[C:2]1[CH:7]=[CH:6][CH:5]=[N:4][CH:3]=1.[Br:10][CH2:11][C:12]1[CH:17]=[CH:16][CH:15]=[CH:14][CH:13]=1, predict the reaction product. The product is: [Br-:10].[NH2:9][C:1]([C:2]1[CH:3]=[N+:4]([CH2:11][C:12]2[CH:17]=[CH:16][CH:15]=[CH:14][CH:13]=2)[CH:5]=[CH:6][CH:7]=1)=[O:8]. (4) Given the reactants [CH3:1][O:2][C:3]([C:5]1[CH:10]=[CH:9][C:8]([N:11]=[C:12]2[NH:16][C@@H:15]([CH2:17][CH:18]([CH3:20])[CH3:19])[CH2:14][S:13]2)=[C:7]([CH3:21])[CH:6]=1)=[O:4].[CH2:22](Br)[CH:23]([CH3:25])[CH3:24], predict the reaction product. The product is: [CH3:1][O:2][C:3]([C:5]1[CH:10]=[CH:9][C:8]([N:11]=[C:12]2[N:16]([CH2:22][CH:23]([CH3:25])[CH3:24])[C@@H:15]([CH2:17][CH:18]([CH3:19])[CH3:20])[CH2:14][S:13]2)=[C:7]([CH3:21])[CH:6]=1)=[O:4]. (5) Given the reactants [CH2:1]([N:4]([CH2:25][CH2:26][CH3:27])[C:5]([C:7]1[CH:8]=[C:9]([CH:22]=[CH:23][CH:24]=1)[C:10]([NH:12][C@@H:13]([CH2:18][CH:19]([CH3:21])[CH3:20])[C:14](OC)=[O:15])=[O:11])=[O:6])[CH2:2][CH3:3], predict the reaction product. The product is: [CH2:25]([N:4]([CH2:1][CH2:2][CH3:3])[C:5]([C:7]1[CH:8]=[C:9]([CH:22]=[CH:23][CH:24]=1)[C:10]([NH:12][C@@H:13]([CH2:18][CH:19]([CH3:21])[CH3:20])[CH:14]=[O:15])=[O:11])=[O:6])[CH2:26][CH3:27]. (6) Given the reactants Br[C:2]1[C:7]([N:8]([CH2:23][O:24][CH3:25])[S:9]([C:12]2[CH:17]=[CH:16][C:15]([Cl:18])=[C:14]([C:19]([F:22])([F:21])[F:20])[CH:13]=2)(=[O:11])=[O:10])=[CH:6][C:5]([Cl:26])=[CH:4][N:3]=1.C([Mg]Cl)(C)C.[CH3:32][C:33]1[CH:38]=[C:37]([CH:39]=[O:40])[CH:36]=[CH:35][N:34]=1, predict the reaction product. The product is: [Cl:18][C:15]1[CH:16]=[CH:17][C:12]([S:9]([N:8]([C:7]2[C:2]([CH:39]([OH:40])[C:37]3[CH:36]=[CH:35][N:34]=[C:33]([CH3:32])[CH:38]=3)=[N:3][CH:4]=[C:5]([Cl:26])[CH:6]=2)[CH2:23][O:24][CH3:25])(=[O:11])=[O:10])=[CH:13][C:14]=1[C:19]([F:22])([F:21])[F:20]. (7) Given the reactants C1C=CC(P(C2C(C3C(P(C4C=CC=CC=4)C4C=CC=CC=4)=CC=C4C=3C=CC=C4)=C3C(C=CC=C3)=CC=2)C2C=CC=CC=2)=CC=1.Br[C:48]1[S:52][C:51]([C:53]([OH:55])=[O:54])=[CH:50][CH:49]=1.[C:56]([C:60]#[CH:61])([CH3:59])([CH3:58])[CH3:57], predict the reaction product. The product is: [CH3:57][C:56]([CH3:59])([CH3:58])[C:60]#[C:61][C:48]1[S:52][C:51]([C:53]([OH:55])=[O:54])=[CH:50][CH:49]=1. (8) Given the reactants CS(C)=O.[Cl:5][C:6]1[C:11]([CH:12]([OH:16])[CH:13]([CH3:15])[CH3:14])=[C:10]([Cl:17])[CH:9]=[CH:8][N:7]=1.C(Cl)(=O)C(Cl)=O.C(N(CC)CC)C, predict the reaction product. The product is: [Cl:5][C:6]1[C:11]([C:12](=[O:16])[CH:13]([CH3:15])[CH3:14])=[C:10]([Cl:17])[CH:9]=[CH:8][N:7]=1.